This data is from Merck oncology drug combination screen with 23,052 pairs across 39 cell lines. The task is: Regression. Given two drug SMILES strings and cell line genomic features, predict the synergy score measuring deviation from expected non-interaction effect. (1) Drug 1: CN1C(=O)C=CC2(C)C3CCC4(C)C(NC(=O)OCC(F)(F)F)CCC4C3CCC12. Drug 2: O=S1(=O)NC2(CN1CC(F)(F)F)C1CCC2Cc2cc(C=CCN3CCC(C(F)(F)F)CC3)ccc2C1. Cell line: A2058. Synergy scores: synergy=1.32. (2) Drug 1: Nc1ccn(C2OC(CO)C(O)C2(F)F)c(=O)n1. Drug 2: Cn1cc(-c2cnn3c(N)c(Br)c(C4CCCNC4)nc23)cn1. Cell line: SW620. Synergy scores: synergy=53.9. (3) Drug 1: NC1(c2ccc(-c3nc4ccn5c(=O)[nH]nc5c4cc3-c3ccccc3)cc2)CCC1. Drug 2: CCc1c2c(nc3ccc(O)cc13)-c1cc3c(c(=O)n1C2)COC(=O)C3(O)CC. Cell line: EFM192B. Synergy scores: synergy=-0.287. (4) Drug 1: O=P1(N(CCCl)CCCl)NCCCO1. Drug 2: C=CCn1c(=O)c2cnc(Nc3ccc(N4CCN(C)CC4)cc3)nc2n1-c1cccc(C(C)(C)O)n1. Cell line: NCIH2122. Synergy scores: synergy=6.72. (5) Synergy scores: synergy=17.4. Cell line: COLO320DM. Drug 2: CCc1cnn2c(NCc3ccc[n+]([O-])c3)cc(N3CCCCC3CCO)nc12. Drug 1: CCC1=CC2CN(C1)Cc1c([nH]c3ccccc13)C(C(=O)OC)(c1cc3c(cc1OC)N(C)C1C(O)(C(=O)OC)C(OC(C)=O)C4(CC)C=CCN5CCC31C54)C2. (6) Drug 1: O=S1(=O)NC2(CN1CC(F)(F)F)C1CCC2Cc2cc(C=CCN3CCC(C(F)(F)F)CC3)ccc2C1. Drug 2: Cn1c(=O)n(-c2ccc(C(C)(C)C#N)cc2)c2c3cc(-c4cnc5ccccc5c4)ccc3ncc21. Cell line: HCT116. Synergy scores: synergy=15.4. (7) Drug 1: CN(Cc1cnc2nc(N)nc(N)c2n1)c1ccc(C(=O)NC(CCC(=O)O)C(=O)O)cc1. Drug 2: COC1=C2CC(C)CC(OC)C(O)C(C)C=C(C)C(OC(N)=O)C(OC)C=CC=C(C)C(=O)NC(=CC1=O)C2=O. Cell line: SKOV3. Synergy scores: synergy=-5.19. (8) Drug 1: CN1C(=O)C=CC2(C)C3CCC4(C)C(NC(=O)OCC(F)(F)F)CCC4C3CCC12. Drug 2: CC(C)CC(NC(=O)C(Cc1ccccc1)NC(=O)c1cnccn1)B(O)O. Cell line: UWB1289. Synergy scores: synergy=-7.82. (9) Drug 1: Cn1nnc2c(C(N)=O)ncn2c1=O. Drug 2: Cn1c(=O)n(-c2ccc(C(C)(C)C#N)cc2)c2c3cc(-c4cnc5ccccc5c4)ccc3ncc21. Cell line: KPL1. Synergy scores: synergy=14.4. (10) Drug 1: CCC1(O)C(=O)OCc2c1cc1n(c2=O)Cc2cc3c(CN(C)C)c(O)ccc3nc2-1. Drug 2: Cn1c(=O)n(-c2ccc(C(C)(C)C#N)cc2)c2c3cc(-c4cnc5ccccc5c4)ccc3ncc21. Cell line: SW837. Synergy scores: synergy=25.2.